From a dataset of Forward reaction prediction with 1.9M reactions from USPTO patents (1976-2016). Predict the product of the given reaction. (1) Given the reactants [CH3:1][CH:2]([N:24]1C(=O)C2C(=CC=CC=2)C1=O)[C:3]#[C:4][C:5]1[S:9][C:8]([O:10][C:11]2[CH:16]=[CH:15][C:14]([O:17][C:18]3[CH:23]=[CH:22][CH:21]=[CH:20][CH:19]=3)=[CH:13][CH:12]=2)=[N:7][CH:6]=1.O.NN, predict the reaction product. The product is: [CH3:1][CH:2]([NH2:24])[C:3]#[C:4][C:5]1[S:9][C:8]([O:10][C:11]2[CH:16]=[CH:15][C:14]([O:17][C:18]3[CH:23]=[CH:22][CH:21]=[CH:20][CH:19]=3)=[CH:13][CH:12]=2)=[N:7][CH:6]=1. (2) Given the reactants [Br:1][C:2]1[C:3]([F:34])=[CH:4][C:5]2[CH:11]3[CH2:12][CH:9]([CH2:10]3)[N:8]3[C:13]([CH:20]([OH:32])[C:21]4[N:25]([CH:26]5[CH2:31][CH2:30][CH2:29][CH2:28][O:27]5)[N:24]=[CH:23][CH:22]=4)=[C:14]([C:16]([O:18]C)=O)[N:15]=[C:7]3[C:6]=2[CH:33]=1.C[O-].[Na+].C([NH2:40])=O, predict the reaction product. The product is: [Br:1][C:2]1[C:3]([F:34])=[CH:4][C:5]2[CH:11]3[CH2:10][CH:9]([CH2:12]3)[N:8]3[C:13]([CH:20]([OH:32])[C:21]4[N:25]([CH:26]5[CH2:31][CH2:30][CH2:29][CH2:28][O:27]5)[N:24]=[CH:23][CH:22]=4)=[C:14]([C:16]([NH2:40])=[O:18])[N:15]=[C:7]3[C:6]=2[CH:33]=1. (3) Given the reactants [NH2:1][C:2]1[CH:3]=[C:4]([CH:17]=[CH:18][CH:19]=1)[CH2:5][C:6]1[C:15]2[C:10](=[CH:11][CH:12]=[CH:13][CH:14]=2)[C:9](=[O:16])[NH:8][N:7]=1.[CH3:20][C:21]1[C:22](=[O:27])[O:23][C:24](=O)[CH:25]=1.C(O)(=O)C, predict the reaction product. The product is: [CH3:20][C:21]1[C:22](=[O:27])[N:1]([C:2]2[CH:19]=[CH:18][CH:17]=[C:4]([CH2:5][C:6]3[C:15]4[C:10](=[CH:11][CH:12]=[CH:13][CH:14]=4)[C:9](=[O:16])[NH:8][N:7]=3)[CH:3]=2)[C:24](=[O:23])[CH:25]=1. (4) Given the reactants C([O:4][C:5]1[CH:13]=[C:12]([Cl:14])[CH:11]=[C:10]2[C:6]=1[CH2:7][CH2:8][CH2:9]2)C=C.[CH2:15](OC1C2CCCC=2C=CC=1CC=C)[C:16]1C=CC=C[CH:17]=1, predict the reaction product. The product is: [CH2:17]([C:13]1[C:12]([Cl:14])=[CH:11][C:10]2[CH2:9][CH2:8][CH2:7][C:6]=2[C:5]=1[OH:4])[CH:16]=[CH2:15]. (5) Given the reactants [F:1][C:2]1[CH:7]=[C:6]([F:8])[CH:5]=[CH:4][C:3]=1[C:9]1[N:10]=[C:11]([CH:26]2[CH2:31][CH2:30][NH:29][CH2:28][CH2:27]2)[S:12][C:13]=1[C:14]1[CH:15]=[CH:16][C:17]2[N:18]([C:20]([CH:23]([CH3:25])[CH3:24])=[N:21][N:22]=2)[N:19]=1.[CH3:32][S:33](Cl)(=[O:35])=[O:34], predict the reaction product. The product is: [F:1][C:2]1[CH:7]=[C:6]([F:8])[CH:5]=[CH:4][C:3]=1[C:9]1[N:10]=[C:11]([CH:26]2[CH2:31][CH2:30][N:29]([S:33]([CH3:32])(=[O:35])=[O:34])[CH2:28][CH2:27]2)[S:12][C:13]=1[C:14]1[CH:15]=[CH:16][C:17]2[N:18]([C:20]([CH:23]([CH3:25])[CH3:24])=[N:21][N:22]=2)[N:19]=1. (6) Given the reactants [F:1][C:2]1[CH:7]=[CH:6][CH:5]=[CH:4][C:3]=1[SH:8].F[C:10]1[CH:15]=[CH:14][CH:13]=[CH:12][C:11]=1[N+:16]([O-:18])=[O:17].[F:19][C:20]1[CH:25]=[CH:24][CH:23]=[CH:22][C:21]=1[S:26][C:27]1[CH:33]=[CH:32][CH:31]=[CH:30][C:28]=1[NH2:29].[NH2:34][C:35]1SC=[CH:38][N:39]=1, predict the reaction product. The product is: [F:1][C:2]1[CH:7]=[CH:6][CH:5]=[CH:4][C:3]=1[S:8][C:10]1[CH:15]=[CH:14][CH:13]=[CH:12][C:11]=1[N+:16]([O-:18])=[O:17].[F:19][C:20]1[CH:25]=[CH:24][CH:23]=[CH:22][C:21]=1[S:26][C:27]1[CH:33]=[CH:32][CH:31]=[CH:30][C:28]=1[NH:29][C:38]([NH:39][C:35]1[S:8][CH:3]=[CH:2][N:34]=1)=[O:17]. (7) The product is: [ClH:22].[OH:8][C:9]1[C:10](=[O:21])[CH:11]=[C:12]([CH3:20])[N:13]([CH2:15][C:16]([F:17])([F:18])[F:19])[CH:14]=1. Given the reactants C([O:8][C:9]1[C:10](=[O:21])[CH:11]=[C:12]([CH3:20])[N:13]([CH2:15][C:16]([F:19])([F:18])[F:17])[CH:14]=1)C1C=CC=CC=1.[ClH:22], predict the reaction product. (8) Given the reactants [Cl:1][C:2]1[CH:3]=[CH:4][C:5]([NH:8][C:9]([CH2:11][N:12]2[C:16]3[CH:17]=[CH:18][CH:19]=[C:20]([C:21]([OH:23])=[O:22])[C:15]=3[N:14]=[C:13]2[C:24](=[O:35])[NH:25][CH:26]2[CH2:31][CH2:30][N:29]([CH:32]3[CH2:34][CH2:33]3)[CH2:28][CH2:27]2)=[O:10])=[N:6][CH:7]=1.[CH:36]1([CH2:39]O)[CH2:38][CH2:37]1, predict the reaction product. The product is: [CH:36]1([CH2:39][O:22][C:21]([C:20]2[C:15]3[N:14]=[C:13]([C:24](=[O:35])[NH:25][CH:26]4[CH2:31][CH2:30][N:29]([CH:32]5[CH2:34][CH2:33]5)[CH2:28][CH2:27]4)[N:12]([CH2:11][C:9](=[O:10])[NH:8][C:5]4[CH:4]=[CH:3][C:2]([Cl:1])=[CH:7][N:6]=4)[C:16]=3[CH:17]=[CH:18][CH:19]=2)=[O:23])[CH2:38][CH2:37]1.